From a dataset of Full USPTO retrosynthesis dataset with 1.9M reactions from patents (1976-2016). Predict the reactants needed to synthesize the given product. (1) Given the product [C:10]1([C:2]2[C:3]([C:8]#[N:9])=[N:4][CH:5]=[CH:6][CH:7]=2)[CH:15]=[CH:14][CH:13]=[CH:12][CH:11]=1, predict the reactants needed to synthesize it. The reactants are: Br[C:2]1[C:3]([C:8]#[N:9])=[N:4][CH:5]=[CH:6][CH:7]=1.[C:10]1(B(O)O)[CH:15]=[CH:14][CH:13]=[CH:12][CH:11]=1.C(=O)([O-])[O-].[K+].[K+].C1(P(C2C=CC=CC=2)C2C=CC=CC=2)C=CC=CC=1. (2) Given the product [CH2:31]1[CH:35]2[CH2:36][CH2:37][CH2:38][CH:34]2[CH2:33][N:32]1[C:26]([C:22]1[N:23]=[CH:24][N:25]=[C:20]([N:17]2[CH2:18][CH2:19][CH:14]([N:10]3[CH2:9][CH2:8][C:7]4[CH:29]=[C:3]([O:2][CH3:1])[CH:4]=[CH:5][C:6]=4[NH:12][C:11]3=[O:13])[CH2:15][CH2:16]2)[CH:21]=1)=[O:27], predict the reactants needed to synthesize it. The reactants are: [CH3:1][O:2][C:3]1[CH:4]=[CH:5][C:6]2[NH:12][C:11](=[O:13])[N:10]([CH:14]3[CH2:19][CH2:18][N:17]([C:20]4[N:25]=[CH:24][N:23]=[C:22]([C:26](O)=[O:27])[CH:21]=4)[CH2:16][CH2:15]3)[CH2:9][CH2:8][C:7]=2[CH:29]=1.Cl.[CH2:31]1[CH:35]2[CH2:36][CH2:37][CH2:38][CH:34]2[CH2:33][NH:32]1.CN(C(ON1N=NC2C=CC=CC1=2)=[N+](C)C)C.[B-](F)(F)(F)F.C(=O)([O-])O.[Na+].